This data is from Full USPTO retrosynthesis dataset with 1.9M reactions from patents (1976-2016). The task is: Predict the reactants needed to synthesize the given product. (1) Given the product [Br:1][C:2]1[CH:3]=[N:4][CH:5]=[C:6]([CH:8]2[CH2:12][CH2:11][CH2:10][N:9]2[S:20]([CH3:19])(=[O:22])=[O:21])[CH:7]=1, predict the reactants needed to synthesize it. The reactants are: [Br:1][C:2]1[CH:3]=[N:4][CH:5]=[C:6]([CH:8]2[CH2:12][CH2:11][CH2:10][NH:9]2)[CH:7]=1.N1C=CC=CC=1.[CH3:19][S:20](Cl)(=[O:22])=[O:21]. (2) Given the product [CH3:24][C:23]1[CH:25]=[CH:26][C:20]([S:17]([O:15][CH2:14][C@@H:9]2[CH2:10][CH2:11][CH2:12][CH2:13][C@H:8]2[NH:7][C:6]([O:5][C:1]([CH3:4])([CH3:2])[CH3:3])=[O:16])(=[O:19])=[O:18])=[CH:21][CH:22]=1, predict the reactants needed to synthesize it. The reactants are: [C:1]([O:5][C:6](=[O:16])[NH:7][C@@H:8]1[CH2:13][CH2:12][CH2:11][CH2:10][C@H:9]1[CH2:14][OH:15])([CH3:4])([CH3:3])[CH3:2].[S:17](Cl)([C:20]1[CH:26]=[CH:25][C:23]([CH3:24])=[CH:22][CH:21]=1)(=[O:19])=[O:18]. (3) The reactants are: Cl[C:2]1[C:3]2[C@:10]3([CH2:25][C:13]4=[N:14][CH:15]=[C:16]([C:18]([O:20]C(C)(C)C)=[O:19])[CH:17]=[C:12]4[CH2:11]3)[C:9](=[O:26])[NH:8][C:4]=2[N:5]=[CH:6][N:7]=1.C(N([CH2:32][CH3:33])CC)C.[H][H].[C:36](OCC)(=O)[CH3:37]. Given the product [O:26]=[C:9]1[NH:8][C:4]2[N:5]=[CH:6][N:7]=[CH:2][C:3]=2[C@@:10]21[CH2:25][C:13]1=[N:14][CH:15]=[C:16]([C:18]([O:20][CH2:36][CH2:37][CH2:32][CH3:33])=[O:19])[CH:17]=[C:12]1[CH2:11]2, predict the reactants needed to synthesize it.